This data is from Full USPTO retrosynthesis dataset with 1.9M reactions from patents (1976-2016). The task is: Predict the reactants needed to synthesize the given product. Given the product [C:13]([O:12][C:10](=[O:11])[CH2:9][C:5]1[CH:4]=[C:3]([CH:8]=[CH:7][CH:6]=1)[CH2:2][NH:1][CH2:18][C:19]([O:21][C:22]([CH3:25])([CH3:24])[CH3:23])=[O:20])([CH3:16])([CH3:15])[CH3:14], predict the reactants needed to synthesize it. The reactants are: [NH2:1][CH2:2][C:3]1[CH:4]=[C:5]([CH2:9][C:10]([O:12][C:13]([CH3:16])([CH3:15])[CH3:14])=[O:11])[CH:6]=[CH:7][CH:8]=1.Br[CH2:18][C:19]([O:21][C:22]([CH3:25])([CH3:24])[CH3:23])=[O:20].C(=O)([O-])[O-].[K+].[K+].C(#N)C.